Dataset: Forward reaction prediction with 1.9M reactions from USPTO patents (1976-2016). Task: Predict the product of the given reaction. (1) Given the reactants C1(OC(=O)[CH2:9][CH2:10][C@@H:11]([CH2:27][O:28]S(C2C=CC(C)=CC=2)(=O)=O)[CH2:12][C@H:13]2[CH2:17][O:16][C:15]([CH3:19])([CH3:18])[N:14]2[C:20]([O:22][C:23]([CH3:26])([CH3:25])[CH3:24])=[O:21])CCCCC1.C[Mg]Br.[CH2:43]1[CH2:47]OC[CH2:44]1, predict the reaction product. The product is: [CH3:44][C:43]1([CH3:47])[O:28][CH2:27][C@@H:11]([CH2:12][C@H:13]2[CH2:17][O:16][C:15]([CH3:19])([CH3:18])[N:14]2[C:20]([O:22][C:23]([CH3:25])([CH3:26])[CH3:24])=[O:21])[CH2:10][CH2:9]1. (2) Given the reactants [Cl:1][C:2]1[CH:11]=[CH:10][CH:9]=[C:8]2[C:3]=1[C:4](=[O:37])[N:5]([CH2:32][CH2:33][CH2:34][NH:35][CH3:36])[C:6]([C@@H:12]([NH:14][C:15](=[O:31])[O:16][CH2:17][CH:18]1[C:30]3[CH:29]=[CH:28][CH:27]=[CH:26][C:25]=3[C:24]3[C:19]1=[CH:20][CH:21]=[CH:22][CH:23]=3)[CH3:13])=[N:7]2.C(=O)([O-])[O-].[K+].[K+].[F:44][C:45]([F:56])([F:55])[CH2:46]OS(C(F)(F)F)(=O)=O, predict the reaction product. The product is: [Cl:1][C:2]1[CH:11]=[CH:10][CH:9]=[C:8]2[C:3]=1[C:4](=[O:37])[N:5]([CH2:32][CH2:33][CH2:34][N:35]([CH3:36])[CH2:46][C:45]([F:56])([F:55])[F:44])[C:6]([C@@H:12]([NH:14][C:15](=[O:31])[O:16][CH2:17][CH:18]1[C:19]3[CH:20]=[CH:21][CH:22]=[CH:23][C:24]=3[C:25]3[C:30]1=[CH:29][CH:28]=[CH:27][CH:26]=3)[CH3:13])=[N:7]2. (3) Given the reactants [N+:1]([C:4]1[N:5]=[CH:6][N:7]([CH2:9][C:10]([F:13])([F:12])[F:11])[CH:8]=1)([O-])=O, predict the reaction product. The product is: [F:13][C:10]([F:11])([F:12])[CH2:9][N:7]1[CH:8]=[C:4]([NH2:1])[N:5]=[CH:6]1. (4) Given the reactants [C:1]([CH2:3][C:4]1([N:12]2[CH:16]=[C:15]([C:17]3[C:18]4[CH:25]=[CH:24][N:23]([CH2:26][O:27][CH2:28][CH2:29][Si:30]([CH3:33])([CH3:32])[CH3:31])[C:19]=4[N:20]=[CH:21][N:22]=3)[CH:14]=[N:13]2)[CH2:7][CH:6]([C:8](OC)=[O:9])[CH2:5]1)#[N:2].O1CCCC1.[BH4-].[Li+], predict the reaction product. The product is: [OH:9][CH2:8][CH:6]1[CH2:7][C:4]([CH2:3][C:1]#[N:2])([N:12]2[CH:16]=[C:15]([C:17]3[C:18]4[CH:25]=[CH:24][N:23]([CH2:26][O:27][CH2:28][CH2:29][Si:30]([CH3:31])([CH3:33])[CH3:32])[C:19]=4[N:20]=[CH:21][N:22]=3)[CH:14]=[N:13]2)[CH2:5]1. (5) Given the reactants C(OC(C1ON=C(C2C=CC(N)=CC=2)C=1)=O)C.C1(N=C=O)CCCCC1.[CH2:27]([O:29][C:30]([C:32]1[O:36][N:35]=[C:34]([C:37]2[CH:42]=[CH:41][C:40]([NH:43][C:44]([NH:46][C:47]3[CH:52]=[CH:51][CH:50]=[CH:49][CH:48]=3)=[O:45])=[CH:39][CH:38]=2)[CH:33]=1)=[O:31])[CH3:28].[K+].[Br-], predict the reaction product. The product is: [CH2:27]([O:29][C:30]([C:32]1[O:36][N:35]=[C:34]([C:37]2[CH:38]=[CH:39][C:40]([NH:43][C:44]([NH:46][CH:47]3[CH2:52][CH2:51][CH2:50][CH2:49][CH2:48]3)=[O:45])=[CH:41][CH:42]=2)[CH:33]=1)=[O:31])[CH3:28]. (6) The product is: [CH2:16]([O:5][C:4](=[O:6])[CH2:3][C@H:2]([NH2:1])[CH2:7][C:8]1[CH:13]=[CH:12][CH:11]=[CH:10][C:9]=1[Cl:14])[CH3:17]. Given the reactants [NH2:1][C@H:2]([CH2:7][C:8]1[CH:13]=[CH:12][CH:11]=[CH:10][C:9]=1[Cl:14])[CH2:3][C:4]([OH:6])=[O:5].Cl.[CH3:16][CH2:17]O, predict the reaction product.